Task: Predict the reaction yield, written as a fraction of the theoretical maximum amount of product (1.0 means a 100% yield; for example, 0.34 means a 34% yield).. Dataset: Reaction yield outcomes from USPTO patents with 853,638 reactions (1) The reactants are [S:1]1[CH2:5][C:4](=[O:6])[NH:3][C:2]1=[O:7].C([N-]C(C)C)(C)C.[Li+].C1COCC1.CCCCCCC.C(C1C=CC=CC=1)C.Br[CH2:37][C:38]1[C:43]2[S:44][CH:45]=[CH:46][C:42]=2[C:41]([O:47][CH2:48][CH2:49][C:50]2[N:51]=[C:52]([C:56]3[CH:61]=[CH:60][CH:59]=[CH:58][CH:57]=3)[O:53][C:54]=2[CH3:55])=[CH:40][CH:39]=1.Cl. The yield is 0.859. The product is [CH3:55][C:54]1[O:53][C:52]([C:56]2[CH:57]=[CH:58][CH:59]=[CH:60][CH:61]=2)=[N:51][C:50]=1[CH2:49][CH2:48][O:47][C:41]1[C:42]2[CH:46]=[CH:45][S:44][C:43]=2[C:38]([CH2:37][CH:5]2[S:1][C:2](=[O:7])[NH:3][C:4]2=[O:6])=[CH:39][CH:40]=1. The catalyst is O1CCCC1.O. (2) The reactants are [OH-].[K+].C([O:5][C:6](=[O:24])[CH2:7][CH2:8][CH2:9][CH2:10][CH2:11][CH2:12][N:13]1[NH:17][C:16]([C:18]2[CH:23]=[CH:22][CH:21]=[CH:20][CH:19]=2)=[N:15][CH2:14]1)C. The catalyst is O.C1COCC1.CO. The product is [C:18]1([C:16]2[NH:17][N:13]([CH2:12][CH2:11][CH2:10][CH2:9][CH2:8][CH2:7][C:6]([OH:24])=[O:5])[CH2:14][N:15]=2)[CH:19]=[CH:20][CH:21]=[CH:22][CH:23]=1. The yield is 0.990.